This data is from Reaction yield outcomes from USPTO patents with 853,638 reactions. The task is: Predict the reaction yield, written as a fraction of the theoretical maximum amount of product (1.0 means a 100% yield; for example, 0.34 means a 34% yield). (1) The reactants are [NH:1]1[CH:5]=[CH:4][N:3]=[N:2]1.[CH3:6][Si:7](Cl)([CH3:9])[CH3:8]. The catalyst is C1C=CC=CC=1. The product is [Si:7]([C:5]1[N:1]=[N:2][NH:3][CH:4]=1)([CH3:9])([CH3:8])[CH3:6]. The yield is 1.00. (2) The reactants are [NH2:1][C:2]1[CH:7]=[C:6]([N+:8]([O-:10])=[O:9])[CH:5]=[CH:4][C:3]=1[OH:11].[C:12](O)(=O)[C:13]1[CH:18]=[CH:17][CH:16]=[CH:15][CH:14]=1.[K+].[Br-]. The catalyst is C(Cl)(Cl)Cl.CO. The product is [C:13]1([C:12]2[O:11][C:3]3[CH:4]=[CH:5][C:6]([N+:8]([O-:10])=[O:9])=[CH:7][C:2]=3[N:1]=2)[CH:18]=[CH:17][CH:16]=[CH:15][CH:14]=1. The yield is 0.850. (3) The reactants are [CH:1]([C:4]1[CH:9]=[CH:8][C:7]([CH3:10])=[CH:6][C:5]=1[N:11]1[C:15](=[O:16])[CH2:14][S:13]/[C:12]/1=[N:17]\[C:18]([NH:20][CH2:21][CH2:22][C:23]1[CH:28]=[CH:27][C:26]([C:29]2[N:33]=[CH:32][N:31]([C:34]3[CH:39]=[CH:38][C:37]([O:40][C:41]([F:44])([F:43])[F:42])=[CH:36][CH:35]=3)[N:30]=2)=[CH:25][CH:24]=1)=[O:19])([CH3:3])[CH3:2].C1C(=O)C=CC2C=1C=C1C=2C=CC=C1.[B-](F)(F)(F)[F:60].[B-](F)(F)(F)F.C1[N+]2(CCl)CC[N+](F)(CC2)C1. The catalyst is C(#N)C. The product is [F:60][CH:14]1[S:13]/[C:12](=[N:17]\[C:18]([NH:20][CH2:21][CH2:22][C:23]2[CH:24]=[CH:25][C:26]([C:29]3[N:33]=[CH:32][N:31]([C:34]4[CH:35]=[CH:36][C:37]([O:40][C:41]([F:44])([F:43])[F:42])=[CH:38][CH:39]=4)[N:30]=3)=[CH:27][CH:28]=2)=[O:19])/[N:11]([C:5]2[CH:6]=[C:7]([CH3:10])[CH:8]=[CH:9][C:4]=2[CH:1]([CH3:3])[CH3:2])[C:15]1=[O:16]. The yield is 0.630. (4) The reactants are [Cl:1][C:2]1[CH:3]=[C:4]([CH:8]=[CH:9][C:10]=1[O:11][C:12]1[CH:17]=[CH:16][CH:15]=[C:14]([C:18]2[CH:23]=[CH:22][N:21]=[CH:20][N:19]=2)[C:13]=1[C:24]#[N:25])[C:5]([OH:7])=O.Cl.CN(C)CCCN=C=NCC.N1(O)C2C=CC=CC=2N=N1.C(N(CC)CC)C.[CH3:55][C:56]1([CH3:65])[CH2:61][CH:60]([NH2:62])[CH2:59][C:58]([CH3:64])([CH3:63])[NH:57]1. The catalyst is ClCCl.O. The product is [Cl:1][C:2]1[CH:3]=[C:4]([CH:8]=[CH:9][C:10]=1[O:11][C:12]1[CH:17]=[CH:16][CH:15]=[C:14]([C:18]2[CH:23]=[CH:22][N:21]=[CH:20][N:19]=2)[C:13]=1[C:24]#[N:25])[C:5]([NH:62][CH:60]1[CH2:61][C:56]([CH3:65])([CH3:55])[NH:57][C:58]([CH3:64])([CH3:63])[CH2:59]1)=[O:7]. The yield is 0.140. (5) The reactants are Cl[C:2]1[N:7]=[C:6]([C:8]2[N:12]3[CH:13]=[CH:14][CH:15]=[CH:16][C:11]3=[N:10][C:9]=2[C:17]2[CH:18]=[C:19]([CH:31]=[CH:32][CH:33]=2)[C:20]([NH:22][C:23]2[C:28]([F:29])=[CH:27][CH:26]=[CH:25][C:24]=2[F:30])=[O:21])[CH:5]=[CH:4][N:3]=1.[CH3:34][O:35][C:36]1[CH:42]=[C:41]([CH2:43][CH2:44][CH2:45][N:46]2[CH2:51][CH2:50][N:49]([CH3:52])[CH2:48][CH2:47]2)[CH:40]=[CH:39][C:37]=1[NH2:38].C1(C)C=CC(S(O)(=O)=O)=CC=1.C[O-].[Na+]. The catalyst is C(Cl)Cl.CC(O)C. The product is [F:30][C:24]1[CH:25]=[CH:26][CH:27]=[C:28]([F:29])[C:23]=1[NH:22][C:20](=[O:21])[C:19]1[CH:31]=[CH:32][CH:33]=[C:17]([C:9]2[N:10]=[C:11]3[CH:16]=[CH:15][CH:14]=[CH:13][N:12]3[C:8]=2[C:6]2[CH:5]=[CH:4][N:3]=[C:2]([NH:38][C:37]3[CH:39]=[CH:40][C:41]([CH2:43][CH2:44][CH2:45][N:46]4[CH2:47][CH2:48][N:49]([CH3:52])[CH2:50][CH2:51]4)=[CH:42][C:36]=3[O:35][CH3:34])[N:7]=2)[CH:18]=1. The yield is 0.340. (6) The reactants are C(O)C.[CH2:4]([O:11][C:12]1[CH:13]=[CH:14][C:15]([CH2:18][C:19]#[N:20])=[N:16][CH:17]=1)[C:5]1[CH:10]=[CH:9][CH:8]=[CH:7][CH:6]=1.[Cl-].[OH:22][NH3+:23].C(=O)([O-])[O-].[K+].[K+]. The catalyst is O. The product is [CH2:4]([O:11][C:12]1[CH:13]=[CH:14][C:15]([CH2:18][C:19]([NH:23][OH:22])=[NH:20])=[N:16][CH:17]=1)[C:5]1[CH:6]=[CH:7][CH:8]=[CH:9][CH:10]=1. The yield is 0.270. (7) The reactants are Cl.[NH2:2][CH2:3][C:4]([C:6]1[CH:11]=[CH:10][C:9]([Br:12])=[CH:8][CH:7]=1)=[O:5].[C:13]([O:17][C:18]([NH:20][C:21]1([C:24](O)=[O:25])[CH2:23][CH2:22]1)=[O:19])([CH3:16])([CH3:15])[CH3:14].CN(C(ON1N=NC2C=CC=NC1=2)=[N+](C)C)C.F[P-](F)(F)(F)(F)F.CCN(C(C)C)C(C)C. The catalyst is CN(C=O)C. The product is [C:13]([O:17][C:18](=[O:19])[NH:20][C:21]1([C:24](=[O:25])[NH:2][CH2:3][C:4]([C:6]2[CH:11]=[CH:10][C:9]([Br:12])=[CH:8][CH:7]=2)=[O:5])[CH2:22][CH2:23]1)([CH3:16])([CH3:14])[CH3:15]. The yield is 0.900. (8) The reactants are [CH3:1][O:2][C:3]1[CH:4]=[C:5]([C:9]2[N:10]=[C:11]([CH:18]3[CH2:23][CH2:22][NH:21][CH2:20][CH2:19]3)[N:12]3[CH:17]=[CH:16][CH:15]=[CH:14][C:13]=23)[CH:6]=[CH:7][CH:8]=1.CCN(C(C)C)C(C)C.[F:33][C:34]1[CH:39]=[CH:38][C:37]([CH2:40][CH2:41]OS(C)(=O)=O)=[CH:36][CH:35]=1. The catalyst is C(#N)C.CO. The product is [F:33][C:34]1[CH:39]=[CH:38][C:37]([CH2:40][CH2:41][N:21]2[CH2:22][CH2:23][CH:18]([C:11]3[N:12]4[CH:17]=[CH:16][CH:15]=[CH:14][C:13]4=[C:9]([C:5]4[CH:6]=[CH:7][CH:8]=[C:3]([O:2][CH3:1])[CH:4]=4)[N:10]=3)[CH2:19][CH2:20]2)=[CH:36][CH:35]=1. The yield is 0.100.